Dataset: Full USPTO retrosynthesis dataset with 1.9M reactions from patents (1976-2016). Task: Predict the reactants needed to synthesize the given product. (1) Given the product [CH:24]([N:19]1[CH2:20][CH2:21][N:16]([C:14]([CH:11]2[CH2:10][CH2:9][N:8]([C:6]([O:5][C:1]([CH3:4])([CH3:2])[CH3:3])=[O:7])[CH2:13][CH2:12]2)=[O:15])[C@@H:17]([CH3:22])[CH2:18]1)([CH3:26])[CH3:25], predict the reactants needed to synthesize it. The reactants are: [C:1]([O:5][C:6]([N:8]1[CH2:13][CH2:12][CH:11]([C:14]([N:16]2[CH2:21][CH2:20][NH:19][CH2:18][C@@H:17]2[CH3:22])=[O:15])[CH2:10][CH2:9]1)=[O:7])([CH3:4])([CH3:3])[CH3:2].I[CH:24]([CH3:26])[CH3:25].C(=O)([O-])[O-].[K+].[K+]. (2) Given the product [CH:20]([O:21][C:16](=[O:23])[C@H:11]([CH2:12][CH:8]([CH3:7])[CH3:9])[NH2:10])([CH3:22])[CH3:19], predict the reactants needed to synthesize it. The reactants are: Cl.CC(NC[CH2:7][C:8]1[C:12]2C=C(OC)C=[CH:16][C:11]=2[NH:10][CH:9]=1)=O.[CH3:19][C:20]([CH3:22])=[O:21].[OH2:23]. (3) Given the product [N:1]1[C:10]2[C:5](=[CH:6][CH:7]=[CH:8][CH:9]=2)[CH:4]=[CH:3][C:2]=1[CH2:11][O:12][C:13]1[CH:30]=[CH:29][C:16]([O:17][CH2:18][C:19]2[CH:20]=[C:21]([CH:26]=[CH:27][CH:28]=2)[O:22][CH2:23][C:24]2[NH:33][N:32]=[N:31][N:25]=2)=[CH:15][CH:14]=1, predict the reactants needed to synthesize it. The reactants are: [N:1]1[C:10]2[C:5](=[CH:6][CH:7]=[CH:8][CH:9]=2)[CH:4]=[CH:3][C:2]=1[CH2:11][O:12][C:13]1[CH:30]=[CH:29][C:16]([O:17][CH2:18][C:19]2[CH:20]=[C:21]([CH:26]=[CH:27][CH:28]=2)[O:22][CH2:23][C:24]#[N:25])=[CH:15][CH:14]=1.[N-:31]=[N+:32]=[N-:33].[Na+].[Cl-].[NH4+]. (4) Given the product [NH2:1][C:4]1[CH:5]=[C:6]2[C:10](=[CH:11][CH:12]=1)[NH:9][CH:8]=[C:7]2[C:13]1[CH2:18][CH2:17][N:16]([CH2:19][CH2:20][OH:21])[CH2:15][CH:14]=1, predict the reactants needed to synthesize it. The reactants are: [N+:1]([C:4]1[CH:5]=[C:6]2[C:10](=[CH:11][CH:12]=1)[NH:9][CH:8]=[C:7]2[C:13]1[CH2:18][CH2:17][N:16]([CH2:19][CH2:20][OH:21])[CH2:15][CH:14]=1)([O-])=O.O.NN.N.C(Cl)Cl. (5) The reactants are: [CH2:1]([O:3][C:4](=[O:17])[C:5]1[CH:10]=[CH:9][C:8]([CH3:11])=[C:7]([N:12]2[CH:16]=[CH:15][CH:14]=[N:13]2)[CH:6]=1)[CH3:2].[Br:18]Br. Given the product [CH2:1]([O:3][C:4](=[O:17])[C:5]1[CH:10]=[CH:9][C:8]([CH3:11])=[C:7]([N:12]2[CH:16]=[C:15]([Br:18])[CH:14]=[N:13]2)[CH:6]=1)[CH3:2], predict the reactants needed to synthesize it. (6) Given the product [N:12]1[CH:17]=[CH:16][CH:15]=[CH:14][C:13]=1[CH2:18][CH2:19][NH:20][C:21]([C:23]1[S:31][C:30]2[C:25](=[N:26][CH:27]=[CH:28][C:29]=2[NH:11][C:7]2[CH:8]=[C:9]3[C:4](=[CH:5][CH:6]=2)[NH:3][C:2]([CH3:1])=[CH:10]3)[CH:24]=1)=[O:22], predict the reactants needed to synthesize it. The reactants are: [CH3:1][C:2]1[NH:3][C:4]2[C:9]([CH:10]=1)=[CH:8][C:7]([NH2:11])=[CH:6][CH:5]=2.[N:12]1[CH:17]=[CH:16][CH:15]=[CH:14][C:13]=1[CH2:18][CH2:19][NH:20][C:21]([C:23]1[S:31][C:30]2[C:25](=[N:26][CH:27]=[CH:28][C:29]=2Cl)[CH:24]=1)=[O:22]. (7) Given the product [NH2:1][C:2]1[CH:3]=[C:4]([CH2:8][CH2:9][C:10]2[CH:15]=[CH:14][N:13]=[C:12]([NH:16][C:17](=[O:23])[O:18][C:19]([CH3:21])([CH3:20])[CH3:22])[CH:11]=2)[CH:5]=[CH:6][CH:7]=1, predict the reactants needed to synthesize it. The reactants are: [NH2:1][C:2]1[CH:3]=[C:4]([C:8]#[C:9][C:10]2[CH:15]=[CH:14][N:13]=[C:12]([NH:16][C:17](=[O:23])[O:18][C:19]([CH3:22])([CH3:21])[CH3:20])[CH:11]=2)[CH:5]=[CH:6][CH:7]=1. (8) The reactants are: Br[C:2]([CH3:9])([CH3:8])[C:3]([O:5][CH2:6][CH3:7])=[O:4].[NH:10]1[CH2:14][CH2:13][CH2:12][CH2:11]1. Given the product [CH3:8][C:2]([N:10]1[CH2:14][CH2:13][CH2:12][CH2:11]1)([CH3:9])[C:3]([O:5][CH2:6][CH3:7])=[O:4], predict the reactants needed to synthesize it. (9) Given the product [C:1]1([C:7]([Li:25])([C:9]2[CH:10]=[CH:11][CH:12]=[CH:13][CH:14]=2)[CH2:8][CH:15]([CH3:20])[CH2:16][CH3:17])[CH:6]=[CH:5][CH:4]=[CH:3][CH:2]=1, predict the reactants needed to synthesize it. The reactants are: [C:1]1([C:7]([C:9]2[CH:14]=[CH:13][CH:12]=[CH:11][CH:10]=2)=[CH2:8])[CH:6]=[CH:5][CH:4]=[CH:3][CH:2]=1.[CH2:15]1[CH2:20]CC[CH2:17][CH2:16]1.C([Li:25])(CC)C.